Task: Predict which catalyst facilitates the given reaction.. Dataset: Catalyst prediction with 721,799 reactions and 888 catalyst types from USPTO (1) Reactant: C[C:2]1([CH2:13][OH:14])[C:7]([CH3:8])=[CH:6][C:5]([C:9]([F:12])([F:11])[F:10])=[CH:4][NH:3]1. The catalyst class is: 177. Product: [CH3:8][C:7]1[C:2]([CH:13]=[O:14])=[N:3][CH:4]=[C:5]([C:9]([F:12])([F:10])[F:11])[CH:6]=1. (2) Reactant: [CH3:1][O:2][CH2:3][C:4]([CH3:7])([OH:6])[CH3:5].ClC(Cl)(O[C:12](=[O:18])OC(Cl)(Cl)Cl)Cl.FC(F)(F)C([O-])=O.[C:27]([C:30]1[C:31]([NH:44][C:45]2[CH:50]=[CH:49][C:48]([F:51])=[CH:47][CH:46]=2)=[N:32][N:33]([C:35]2([CH2:41][C:42]#[N:43])[CH2:40][CH2:39][NH2+:38][CH2:37][CH2:36]2)[CH:34]=1)(=[O:29])[NH2:28]. Product: [C:27]([C:30]1[C:31]([NH:44][C:45]2[CH:46]=[CH:47][C:48]([F:51])=[CH:49][CH:50]=2)=[N:32][N:33]([C:35]2([CH2:41][C:42]#[N:43])[CH2:40][CH2:39][N:38]([C:12]([O:6][C:4]([CH3:7])([CH3:5])[CH2:3][O:2][CH3:1])=[O:18])[CH2:37][CH2:36]2)[CH:34]=1)(=[O:29])[NH2:28]. The catalyst class is: 76.